Dataset: Reaction yield outcomes from USPTO patents with 853,638 reactions. Task: Predict the reaction yield, written as a fraction of the theoretical maximum amount of product (1.0 means a 100% yield; for example, 0.34 means a 34% yield). (1) The reactants are Br[C:2]1[C:11]2[O:10][CH2:9][CH:8]([C:12]3[CH:17]=[CH:16][CH:15]=[CH:14][N:13]=3)[N:7]3[C:18](=[O:20])[NH:19][C:5]([C:6]=23)=[CH:4][CH:3]=1.[C:21]([O:29][CH2:30][C:31]1[O:35][N:34]=[C:33]([CH3:36])[C:32]=1B(O)O)(=[O:28])[C:22]1[CH:27]=[CH:26][CH:25]=[CH:24][CH:23]=1.ClCCl. The catalyst is O1CCOCC1.O.C1C=CC(P(C2C=CC=CC=2)[C-]2C=CC=C2)=CC=1.C1C=CC(P(C2C=CC=CC=2)[C-]2C=CC=C2)=CC=1.Cl[Pd]Cl.[Fe+2].ClCCl. The product is [C:21]([O:29][CH2:30][C:31]1[O:35][N:34]=[C:33]([CH3:36])[C:32]=1[C:2]1[C:11]2[O:10][CH2:9][CH:8]([C:12]3[CH:17]=[CH:16][CH:15]=[CH:14][N:13]=3)[N:7]3[C:18](=[O:20])[NH:19][C:5]([C:6]=23)=[CH:4][CH:3]=1)(=[O:28])[C:22]1[CH:23]=[CH:24][CH:25]=[CH:26][CH:27]=1. The yield is 0.580. (2) The reactants are [CH3:1][O:2][C:3]1[CH:8]=[CH:7][C:6]([C:9]2[O:13][C:12]([C:14]3[CH:19]=[CH:18][CH:17]=[CH:16][CH:15]=3)=[N:11][C:10]=2[C:20]([OH:22])=O)=[CH:5][CH:4]=1.COC1C=CC(C2OC(C3SC=CC=3)=[N:33]C=2C(O)=O)=CC=1.O.OC1C2N=NNC=2C=CC=1.N.O1CCOCC1.N=C=N. The catalyst is C(Cl)Cl.CN(C=O)C. The product is [CH3:1][O:2][C:3]1[CH:8]=[CH:7][C:6]([C:9]2[O:13][C:12]([C:14]3[CH:19]=[CH:18][CH:17]=[CH:16][CH:15]=3)=[N:11][C:10]=2[C:20]([NH2:33])=[O:22])=[CH:5][CH:4]=1. The yield is 0.270. (3) The reactants are [NH2:1][C:2]1[CH:3]=[C:4]([CH:25]=[CH:26][C:27]=1[NH2:28])[C:5]([N:7]1[CH2:12][CH2:11][C:10]2([CH2:20][C:19](=[O:21])[C:18]3[N:17]([CH:22]([CH3:24])[CH3:23])[N:16]=[CH:15][C:14]=3[CH2:13]2)[CH2:9][CH2:8]1)=[O:6].[N:29]([CH3:32])=[C:30]=[S:31]. The catalyst is O1CCCC1. The product is [NH2:1][C:2]1[CH:3]=[C:4]([C:5]([N:7]2[CH2:12][CH2:11][C:10]3([CH2:20][C:19](=[O:21])[C:18]4[N:17]([CH:22]([CH3:24])[CH3:23])[N:16]=[CH:15][C:14]=4[CH2:13]3)[CH2:9][CH2:8]2)=[O:6])[CH:25]=[CH:26][C:27]=1[NH:28][C:30]([NH:29][CH3:32])=[S:31]. The yield is 0.270. (4) The reactants are Br[C:2]1[CH:3]=[N:4][C:5]([N:8]2[CH2:13][CH2:12][O:11][C@H:10]([CH2:14][N:15]3[C:19]4=[N:20][C:21]([C:24]5[CH:25]=[CH:26][C:27]([F:32])=[C:28]([CH:31]=5)[C:29]#[N:30])=[CH:22][N:23]=[C:18]4[N:17]=[N:16]3)[CH2:9]2)=[N:6][CH:7]=1.C([O-])([O-])=O.[K+].[K+].O1CCOCC1.[F:45][C:46]1[CH:58]=[C:57](B2OC(C)(C)C(C)(C)O2)[CH:56]=[CH:55][C:47]=1[CH2:48][N:49]1[CH2:54][CH2:53][O:52][CH2:51][CH2:50]1. The catalyst is C1C=CC(P(C2C=CC=CC=2)[C-]2C=CC=C2)=CC=1.C1C=CC(P(C2C=CC=CC=2)[C-]2C=CC=C2)=CC=1.Cl[Pd]Cl.[Fe+2].O. The product is [F:32][C:27]1[CH:26]=[CH:25][C:24]([C:21]2[N:20]=[C:19]3[N:15]([CH2:14][C@H:10]4[O:11][CH2:12][CH2:13][N:8]([C:5]5[N:4]=[CH:3][C:2]([C:57]6[CH:56]=[CH:55][C:47]([CH2:48][N:49]7[CH2:54][CH2:53][O:52][CH2:51][CH2:50]7)=[C:46]([F:45])[CH:58]=6)=[CH:7][N:6]=5)[CH2:9]4)[N:16]=[N:17][C:18]3=[N:23][CH:22]=2)=[CH:31][C:28]=1[C:29]#[N:30]. The yield is 0.460. (5) The reactants are [CH3:1][NH:2][CH2:3][C:4]1[CH:9]=[CH:8][C:7]([C:10]2[S:11][CH:12]=[CH:13][C:14]=2[CH3:15])=[CH:6][CH:5]=1.[C:16]1([CH:22]2[CH2:24][O:23]2)[CH:21]=[CH:20][CH:19]=[CH:18][CH:17]=1. No catalyst specified. The product is [CH3:1][N:2]([CH2:24][CH:22]([C:16]1[CH:21]=[CH:20][CH:19]=[CH:18][CH:17]=1)[OH:23])[CH2:3][C:4]1[CH:5]=[CH:6][C:7]([C:10]2[S:11][CH:12]=[CH:13][C:14]=2[CH3:15])=[CH:8][CH:9]=1. The yield is 0.140. (6) The reactants are [CH2:1]([O:3][C:4]([CH:6]1[CH2:11][CH2:10][N:9]([C:12]([O:14][C:15]([CH3:18])([CH3:17])[CH3:16])=[O:13])[CH2:8][CH2:7]1)=[O:5])[CH3:2].C[Si]([N-][Si](C)(C)C)(C)C.[Na+].[N+:29]([C:32]1[CH:39]=[CH:38][CH:37]=[CH:36][C:33]=1[CH2:34]Br)([O-:31])=[O:30]. The catalyst is O1CCCC1. The product is [CH2:1]([O:3][C:4]([C:6]1([CH2:34][C:33]2[CH:36]=[CH:37][CH:38]=[CH:39][C:32]=2[N+:29]([O-:31])=[O:30])[CH2:11][CH2:10][N:9]([C:12]([O:14][C:15]([CH3:17])([CH3:16])[CH3:18])=[O:13])[CH2:8][CH2:7]1)=[O:5])[CH3:2]. The yield is 0.130.